From a dataset of Reaction yield outcomes from USPTO patents with 853,638 reactions. Predict the reaction yield, written as a fraction of the theoretical maximum amount of product (1.0 means a 100% yield; for example, 0.34 means a 34% yield). (1) The reactants are C[O:2][C:3]([C:5]1([CH2:19][C:20]([CH3:22])=[CH2:21])[CH2:9][C:8](=[O:10])[N:7]([C:11]2[C:16]([CH3:17])=[CH:15][CH:14]=[CH:13][C:12]=2[CH3:18])[CH2:6]1)=[O:4].[Li+].[OH-]. The catalyst is CO. The product is [CH3:17][C:16]1[CH:15]=[CH:14][CH:13]=[C:12]([CH3:18])[C:11]=1[N:7]1[C:8](=[O:10])[CH2:9][C:5]([CH2:19][C:20]([CH3:22])=[CH2:21])([C:3]([OH:4])=[O:2])[CH2:6]1. The yield is 1.00. (2) The reactants are [CH3:1][N:2]1[CH:6]=[CH:5][N:4]=[C:3]1[C:7]([OH:9])=O.CN(C)C=O.C(Cl)(=O)C(Cl)=O.[NH2:21][C:22]1[CH:23]=[C:24]([CH:41]=[CH:42][CH:43]=1)[O:25][C:26]1[CH:27]=[CH:28][C:29]2[N:30]([CH:32]=[C:33]([NH:35][C:36]([CH:38]3[CH2:40][CH2:39]3)=[O:37])[N:34]=2)[N:31]=1. The catalyst is CN(C)C(=O)C.O1CCCC1. The product is [CH:38]1([C:36]([NH:35][C:33]2[N:34]=[C:29]3[CH:28]=[CH:27][C:26]([O:25][C:24]4[CH:23]=[C:22]([NH:21][C:7]([C:3]5[N:2]([CH3:1])[CH:6]=[CH:5][N:4]=5)=[O:9])[CH:43]=[CH:42][CH:41]=4)=[N:31][N:30]3[CH:32]=2)=[O:37])[CH2:39][CH2:40]1. The yield is 0.470.